This data is from Full USPTO retrosynthesis dataset with 1.9M reactions from patents (1976-2016). The task is: Predict the reactants needed to synthesize the given product. Given the product [Cl:25][C:18]1[C:17]([N:14]2[CH2:15][CH2:16][N:11]([C:9]3[NH:8][C:7]4[C:2]([NH:1][C:37](=[O:38])[C:36]5[CH:40]=[CH:41][C:33]([C:32]([F:31])([F:42])[F:43])=[CH:34][CH:35]=5)=[CH:3][C:4]([C:27]([F:30])([F:29])[F:28])=[CH:5][C:6]=4[N:10]=3)[C@H:12]([CH3:26])[CH2:13]2)=[N:22][CH:21]=[C:20]([CH2:23][OH:24])[CH:19]=1, predict the reactants needed to synthesize it. The reactants are: [NH2:1][C:2]1[C:7]2[NH:8][C:9]([N:11]3[CH2:16][CH2:15][N:14]([C:17]4[N:22]=[CH:21][C:20]([CH2:23][OH:24])=[CH:19][C:18]=4[Cl:25])[CH2:13][C@H:12]3[CH3:26])=[N:10][C:6]=2[CH:5]=[C:4]([C:27]([F:30])([F:29])[F:28])[CH:3]=1.[F:31][C:32]([F:43])([F:42])[C:33]1[CH:41]=[CH:40][C:36]([C:37](O)=[O:38])=[CH:35][CH:34]=1.